From a dataset of Reaction yield outcomes from USPTO patents with 853,638 reactions. Predict the reaction yield, written as a fraction of the theoretical maximum amount of product (1.0 means a 100% yield; for example, 0.34 means a 34% yield). (1) The reactants are [OH:1][C:2]([CH3:26])([CH3:25])[C:3]#[C:4][C:5]1[CH:6]=[C:7]2[C:18]3([CH2:22][O:21][C:20]([NH2:23])=[N:19]3)[C:17]3[C:12](=[N:13][CH:14]=[C:15]([Br:24])[CH:16]=3)[O:11][C:8]2=[CH:9][CH:10]=1.CO.[CH3:29]S(O)(=O)=O.C(OCC)(=O)C. The catalyst is C(=O)(O)[O-].[Na+]. The product is [CH3:29][O:1][C:2]([CH3:26])([CH3:25])[C:3]#[C:4][C:5]1[CH:6]=[C:7]2[C:18]3([CH2:22][O:21][C:20]([NH2:23])=[N:19]3)[C:17]3[C:12](=[N:13][CH:14]=[C:15]([Br:24])[CH:16]=3)[O:11][C:8]2=[CH:9][CH:10]=1. The yield is 0.870. (2) The reactants are Cl.Cl.[F:3][C:4]1[CH:5]=[CH:6][C:7]2[N:11]=[C:10]([C@@H:12]([NH2:14])[CH3:13])[N:9]([C:15]3[CH:20]=[CH:19][CH:18]=[CH:17][CH:16]=3)[C:8]=2[CH:21]=1.[NH2:22][C:23]1[C:28]([C:29]#[N:30])=[C:27](Cl)[N:26]=[CH:25][N:24]=1.CCN(C(C)C)C(C)C. The catalyst is CC(O)C. The product is [NH2:22][C:23]1[C:28]([C:29]#[N:30])=[C:27]([NH:14][C@H:12]([C:10]2[N:9]([C:15]3[CH:16]=[CH:17][CH:18]=[CH:19][CH:20]=3)[C:8]3[CH:21]=[C:4]([F:3])[CH:5]=[CH:6][C:7]=3[N:11]=2)[CH3:13])[N:26]=[CH:25][N:24]=1. The yield is 0.650. (3) The reactants are [F:1][C:2]1[CH:7]=[CH:6][CH:5]=[C:4]([CH3:8])[N:3]=1.[Mn]([O-])(=O)(=O)=[O:10].[K+].[OH2:15]. No catalyst specified. The product is [F:1][C:2]1[N:3]=[C:4]([C:8]([OH:10])=[O:15])[CH:5]=[CH:6][CH:7]=1. The yield is 0.450. (4) The reactants are [O:1]1[CH2:5][CH2:4][CH2:3][CH2:2]1.[Li+].[OH-].ClC1[N:14]=[C:13]2[CH:15]([C:18]([O:20]C)=[O:19])[CH2:16][CH2:17]C2=CC=1. The catalyst is CO. The product is [O:1]=[C:5]1[NH:14][C:13]2[CH:15]([C:18]([OH:20])=[O:19])[CH2:16][CH2:17][C:2]=2[CH:3]=[CH:4]1. The yield is 0.900. (5) The reactants are [O:1]=[C:2]1[N:6]2[C:7]3[CH:14]=[CH:13][C:12]([N:15]4[CH2:20][CH2:19][CH2:18][CH2:17][C:16]4=[O:21])=[CH:11][C:8]=3[O:9][CH2:10][C@H:5]2[C@@H:4]([CH2:22]CS([O-])(=O)=O)[O:3]1.[K].[C:29]1(=[O:39])[NH:33][C:32](=[O:34])[C:31]2=[CH:35][CH:36]=[CH:37][CH:38]=[C:30]12. No catalyst specified. The product is [O:1]=[C:2]1[N:6]2[C:7]3[CH:14]=[CH:13][C:12]([N:15]4[CH2:20][CH2:19][CH2:18][CH2:17][C:16]4=[O:21])=[CH:11][C:8]=3[O:9][CH2:10][C@H:5]2[C@H:4]([CH2:22][N:33]2[C:29](=[O:39])[C:30]3[C:31](=[CH:35][CH:36]=[CH:37][CH:38]=3)[C:32]2=[O:34])[O:3]1. The yield is 0.793. (6) The reactants are C([O:5][C:6]([C:8]1[C:16]2[C:11](=[CH:12][C:13]([C:17]3(O)[CH2:22][CH2:21][O:20][CH2:19][CH2:18]3)=[CH:14][CH:15]=2)[NH:10][N:9]=1)=[O:7])(C)(C)C.C([SiH](CC)CC)C.ClCCl. The catalyst is FC(F)(F)C(O)=O. The product is [O:20]1[CH2:21][CH2:22][CH:17]([C:13]2[CH:12]=[C:11]3[C:16]([C:8]([C:6]([OH:7])=[O:5])=[N:9][NH:10]3)=[CH:15][CH:14]=2)[CH2:18][CH2:19]1. The yield is 0.600. (7) The reactants are [NH2:1][C:2]1[CH:7]=[CH:6][C:5]([C@@H:8]2[O:13][CH2:12][CH2:11][N:10]([C@@H:14]([C:16]3[CH:21]=[CH:20][CH:19]=[CH:18][CH:17]=3)[CH3:15])[CH2:9]2)=[CH:4][CH:3]=1.C(N(CC)CC)C.[C:29](Cl)(=[O:31])[CH3:30]. The catalyst is O1CCCC1. The product is [C:16]1([C@H:14]([N:10]2[CH2:11][CH2:12][O:13][C@@H:8]([C:5]3[CH:4]=[CH:3][C:2]([NH:1][C:29](=[O:31])[CH3:30])=[CH:7][CH:6]=3)[CH2:9]2)[CH3:15])[CH:17]=[CH:18][CH:19]=[CH:20][CH:21]=1. The yield is 0.710.